This data is from Full USPTO retrosynthesis dataset with 1.9M reactions from patents (1976-2016). The task is: Predict the reactants needed to synthesize the given product. (1) The reactants are: C[O:2][C:3](=[O:28])[CH2:4][O:5][C:6]1[CH:11]=[C:10]([O:12][CH3:13])[C:9]([S:14][CH2:15][CH2:16][C:17](=O)[N:18]([CH3:25])[C:19]2[CH:24]=[CH:23][CH:22]=[CH:21][N:20]=2)=[CH:8][C:7]=1[CH3:27].O=P(Cl)(Cl)Cl.[BH4-].[Na+].Cl.C(=O)(O)[O-].[Na+]. Given the product [CH3:13][O:12][C:10]1[C:9]([S:14][CH2:15][CH2:16][CH2:17][N:18]([CH3:25])[C:19]2[CH:24]=[CH:23][CH:22]=[CH:21][N:20]=2)=[CH:8][C:7]([CH3:27])=[C:6]([CH:11]=1)[O:5][CH2:4][C:3]([OH:28])=[O:2], predict the reactants needed to synthesize it. (2) Given the product [C:25]([C:17]1[CH:16]=[C:15]([C:11]([CH3:14])([CH3:12])[CH3:13])[C:24]2[O:23][CH2:22][CH2:21][N:20]([CH2:8][C:9]#[N:10])[C:19]=2[CH:18]=1)(=[O:27])[CH3:26], predict the reactants needed to synthesize it. The reactants are: C(=O)([O-])[O-].[K+].[K+].Br[CH2:8][C:9]#[N:10].[C:11]([C:15]1[C:24]2[O:23][CH2:22][CH2:21][NH:20][C:19]=2[CH:18]=[C:17]([C:25](=[O:27])[CH3:26])[CH:16]=1)([CH3:14])([CH3:13])[CH3:12].C(OCC)(=O)C. (3) Given the product [CH2:15]([O:14][C:12]1[C:11]([C:18]([F:21])([F:20])[F:19])=[CH:10][C:9]2[NH:22][C:23](=[O:39])[CH2:24][C:25]([C:26]3[CH:31]=[CH:30][CH:29]=[C:28]([C:32]4[CH:33]=[N:34][CH:35]=[CH:36][CH:37]=4)[CH:27]=3)=[N:7][C:8]=2[CH:13]=1)[CH2:16][CH3:17], predict the reactants needed to synthesize it. The reactants are: C(OC(=O)[NH:7][C:8]1[CH:13]=[C:12]([O:14][CH2:15][CH2:16][CH3:17])[C:11]([C:18]([F:21])([F:20])[F:19])=[CH:10][C:9]=1[NH:22][C:23](=[O:39])[CH2:24][C:25](=O)[C:26]1[CH:31]=[CH:30][CH:29]=[C:28]([C:32]2[CH:33]=[N:34][CH:35]=[CH:36][CH:37]=2)[CH:27]=1)(C)(C)C.C(O)(C(F)(F)F)=O.